This data is from Catalyst prediction with 721,799 reactions and 888 catalyst types from USPTO. The task is: Predict which catalyst facilitates the given reaction. (1) Reactant: CS[C:3]([N:5]1[CH2:14][CH2:13][C:12]2[C:7](=[CH:8][C:9]([O:15][CH2:16][CH:17]3[CH2:22][CH2:21][N:20]([C:23]4[CH:28]=[CH:27][N:26]=[CH:25][CH:24]=4)[CH2:19][CH2:18]3)=[CH:10][CH:11]=2)[CH2:6]1)=[NH:4].[ClH:29].[NH2:30][OH:31].C([O-])(=O)C.[Na+].O. Product: [ClH:29].[ClH:29].[N:26]1[CH:27]=[CH:28][C:23]([N:20]2[CH2:21][CH2:22][CH:17]([CH2:16][O:15][C:9]3[CH:8]=[C:7]4[C:12]([CH2:13][CH2:14][N:5]([C:3](=[N:30][OH:31])[NH2:4])[CH2:6]4)=[CH:11][CH:10]=3)[CH2:18][CH2:19]2)=[CH:24][CH:25]=1. The catalyst class is: 8. (2) Reactant: [Cl:1][C:2]1[CH:7]=[CH:6][C:5]([CH2:8][CH2:9][CH2:10][NH:11][C:12]2[CH:17]=[CH:16][C:15]([CH3:18])=[C:14]([N+:19]([O-])=O)[CH:13]=2)=[CH:4][CH:3]=1. Product: [Cl:1][C:2]1[CH:7]=[CH:6][C:5]([CH2:8][CH2:9][CH2:10][NH:11][C:12]2[CH:17]=[CH:16][C:15]([CH3:18])=[C:14]([NH2:19])[CH:13]=2)=[CH:4][CH:3]=1. The catalyst class is: 592. (3) Reactant: [Cl:1][C:2]1[CH:3]=[CH:4][C:5]2[N:11]3[C:12]([C:15]([F:18])([F:17])[F:16])=[N:13][N:14]=[C:10]3[C@@H:9]([CH2:19][C:20](O)=[O:21])[S:8][C@H:7]([C:23]3[CH:28]=[CH:27][CH:26]=[C:25]([O:29][CH3:30])[C:24]=3[O:31][CH3:32])[C:6]=2[CH:33]=1.Cl.[C:35]([O:39][C:40](=[O:43])[CH2:41][NH2:42])([CH3:38])([CH3:37])[CH3:36].Cl.C(N=C=NCCCN(C)C)C.O.ON1C2C=CC=CC=2N=N1. Product: [Cl:1][C:2]1[CH:3]=[CH:4][C:5]2[N:11]3[C:12]([C:15]([F:18])([F:17])[F:16])=[N:13][N:14]=[C:10]3[C@@H:9]([CH2:19][C:20]([NH:42][CH2:41][C:40]([O:39][C:35]([CH3:38])([CH3:37])[CH3:36])=[O:43])=[O:21])[S:8][C@H:7]([C:23]3[CH:28]=[CH:27][CH:26]=[C:25]([O:29][CH3:30])[C:24]=3[O:31][CH3:32])[C:6]=2[CH:33]=1. The catalyst class is: 236. (4) Reactant: [F:1][C@@H:2]1[C@@H:7]([C:8]2[CH:13]=[CH:12][C:11]([OH:14])=[CH:10][CH:9]=2)[CH2:6][CH2:5][N:4](C(OC(C)(C)C)=O)[CH2:3]1.[C:22]([OH:28])([C:24]([F:27])([F:26])[F:25])=[O:23]. Product: [F:25][C:24]([F:27])([F:26])[C:22]([OH:28])=[O:23].[F:1][C@@H:2]1[C@@H:7]([C:8]2[CH:13]=[CH:12][C:11]([OH:14])=[CH:10][CH:9]=2)[CH2:6][CH2:5][NH:4][CH2:3]1. The catalyst class is: 2. (5) Reactant: FC(F)(F)C(O)=O.[Cl:8][C:9]1[CH:14]=[C:13]([Cl:15])[CH:12]=[CH:11][C:10]=1[C@H:16]([N:18]1[C:26]2[C:21](=[CH:22][CH:23]=[C:24]([N:27]3[CH2:32][CH2:31][N:30]([C:33]([C@H:35]4[CH2:39][CH2:38][CH2:37][N:36]4C(OC(C)(C)C)=O)=[O:34])[C@H:29]([CH3:47])[CH2:28]3)[CH:25]=2)[CH:20]=[N:19]1)[CH3:17]. Product: [Cl:8][C:9]1[CH:14]=[C:13]([Cl:15])[CH:12]=[CH:11][C:10]=1[C@H:16]([N:18]1[C:26]2[C:21](=[CH:22][CH:23]=[C:24]([N:27]3[CH2:32][CH2:31][N:30]([C:33]([C@H:35]4[CH2:39][CH2:38][CH2:37][NH:36]4)=[O:34])[C@H:29]([CH3:47])[CH2:28]3)[CH:25]=2)[CH:20]=[N:19]1)[CH3:17]. The catalyst class is: 4. (6) Reactant: [C:1](Cl)(=[O:8])[C:2]1[CH:7]=[CH:6][CH:5]=[CH:4][CH:3]=1.[C:10](O)(=[O:18])[C:11]1[C:12](=[CH:14][CH:15]=[CH:16][CH:17]=1)[NH2:13].O. Product: [C:2]1([C:1]2[O:8][C:10](=[O:18])[C:11]3[CH:17]=[CH:16][CH:15]=[CH:14][C:12]=3[N:13]=2)[CH:7]=[CH:6][CH:5]=[CH:4][CH:3]=1. The catalyst class is: 17. (7) Reactant: [CH3:1][N:2]1[C:6]([N:7]2[CH:11]=[C:10]([C:12]([O:14]C)=[O:13])[N:9]=[CH:8]2)=[CH:5][CH:4]=[N:3]1.[Cl:16]N1C(=O)CCC1=O.[Li+].[OH-].Cl. Product: [Cl:16][C:5]1[CH:4]=[N:3][N:2]([CH3:1])[C:6]=1[N:7]1[CH:11]=[C:10]([C:12]([OH:14])=[O:13])[N:9]=[CH:8]1. The catalyst class is: 7.